This data is from Reaction yield outcomes from USPTO patents with 853,638 reactions. The task is: Predict the reaction yield, written as a fraction of the theoretical maximum amount of product (1.0 means a 100% yield; for example, 0.34 means a 34% yield). The reactants are [Cl:1][C:2]1[C:3]([CH3:9])=[CH:4][C:5]([NH2:8])=[N:6][CH:7]=1.[C:10](N1C=CC=CC1=O)(N1C=CC=CC1=O)=[S:11]. The catalyst is ClCCl. The product is [Cl:1][C:2]1[C:3]([CH3:9])=[CH:4][C:5]([N:8]=[C:10]=[S:11])=[N:6][CH:7]=1. The yield is 0.850.